This data is from Reaction yield outcomes from USPTO patents with 853,638 reactions. The task is: Predict the reaction yield, written as a fraction of the theoretical maximum amount of product (1.0 means a 100% yield; for example, 0.34 means a 34% yield). (1) The reactants are [C:1]([O:5][C:6]([N:8]1[C@@H:12]([CH3:13])[C@H:11]([F:14])[CH2:10][C@H:9]1[C:15]([OH:17])=O)=[O:7])([CH3:4])([CH3:3])[CH3:2].CN(C(ON1N=NC2C=CC=NC1=2)=[N+](C)C)C.F[P-](F)(F)(F)(F)F.CCN(C(C)C)C(C)C.[Br:51][C:52]1[N:57]=[C:56]([CH2:58][NH2:59])[CH:55]=[C:54]([C:60]2[CH:61]=[N:62][C:63]([C:66]([F:69])([F:68])[F:67])=[N:64][CH:65]=2)[C:53]=1[F:70]. The catalyst is C(OCC)(=O)C.CN(C)C=O. The product is [Br:51][C:52]1[N:57]=[C:56]([CH2:58][NH:59][C:15]([C@H:9]2[N:8]([C:6]([O:5][C:1]([CH3:2])([CH3:3])[CH3:4])=[O:7])[C@@H:12]([CH3:13])[C@H:11]([F:14])[CH2:10]2)=[O:17])[CH:55]=[C:54]([C:60]2[CH:65]=[N:64][C:63]([C:66]([F:67])([F:69])[F:68])=[N:62][CH:61]=2)[C:53]=1[F:70]. The yield is 0.700. (2) The reactants are C([SiH](CC)CC)C.FC(F)(F)C(O)=O.[CH3:15][N:16]([C:29]1[S:30][C:31]([C:34]2[CH:35]=[N:36][CH:37]=[CH:38][CH:39]=2)=[N:32][N:33]=1)[C:17](=[O:28])[CH2:18][CH2:19][NH:20]C(=O)OC(C)(C)C. The catalyst is ClCCl. The product is [NH2:20][CH2:19][CH2:18][C:17]([N:16]([CH3:15])[C:29]1[S:30][C:31]([C:34]2[CH:35]=[N:36][CH:37]=[CH:38][CH:39]=2)=[N:32][N:33]=1)=[O:28]. The yield is 0.490. (3) The product is [F:23][C:24]1[CH:25]=[C:26]([CH:64]=[CH:65][CH:66]=1)[CH2:27][N:28]1[CH:32]=[C:31]([C:33]2[C:41]3[C:36](=[N:37][CH:38]=[C:39]([C:42]4[CH:47]=[CH:46][C:45]([N:48]5[CH2:49][CH2:50][N:51]([S:19]([CH3:18])(=[O:21])=[O:20])[CH2:52][CH2:53]5)=[CH:44][CH:43]=4)[CH:40]=3)[N:35]([S:54]([C:57]3[CH:63]=[CH:62][C:60]([CH3:61])=[CH:59][CH:58]=3)(=[O:55])=[O:56])[CH:34]=2)[CH:30]=[N:29]1. The catalyst is C(Cl)Cl. The reactants are COC1C=CC(B2OC(C)(C)C(C)(C)O2)=CC=1[CH2:18][S:19](N)(=[O:21])=[O:20].[F:23][C:24]1[CH:25]=[C:26]([CH:64]=[CH:65][CH:66]=1)[CH2:27][N:28]1[CH:32]=[C:31]([C:33]2[C:41]3[C:36](=[N:37][CH:38]=[C:39]([C:42]4[CH:47]=[CH:46][C:45]([N:48]5[CH2:53][CH2:52][NH:51][CH2:50][CH2:49]5)=[CH:44][CH:43]=4)[CH:40]=3)[N:35]([S:54]([C:57]3[CH:63]=[CH:62][C:60]([CH3:61])=[CH:59][CH:58]=3)(=[O:56])=[O:55])[CH:34]=2)[CH:30]=[N:29]1.CS(Cl)(=O)=O.C(N(CC)CC)C. The yield is 0.714. (4) The reactants are [Br:1][C:2]1[CH:3]=[CH:4][C:5]2[C:11](=O)[CH2:10][CH2:9][CH2:8][O:7][C:6]=2[CH:13]=1.[NH:14]1[CH2:19][CH2:18][O:17][CH2:16][CH2:15]1. The catalyst is C1(C)C=CC=CC=1.[Ti](Cl)(Cl)(Cl)Cl. The product is [Br:1][C:2]1[CH:3]=[CH:4][C:5]2=[C:6]([CH:13]=1)[O:7][CH2:8][CH2:9][CH:10]=[C:11]2[N:14]1[CH2:19][CH2:18][O:17][CH2:16][CH2:15]1. The yield is 0.830. (5) The reactants are [OH:1][CH2:2][C:3]([C@H:5]([C@@H:7]([C@@H:9]([CH2:11]O)[OH:10])O)O)=O.[Cl-:13].[Mg+2].[Cl-].Cl. The catalyst is C1(C)C=CC=CC=1.O. The product is [Cl:13][CH2:11][C:9]1[O:10][C:3]([CH:2]=[O:1])=[CH:5][CH:7]=1. The yield is 0.519.